From a dataset of Reaction yield outcomes from USPTO patents with 853,638 reactions. Predict the reaction yield, written as a fraction of the theoretical maximum amount of product (1.0 means a 100% yield; for example, 0.34 means a 34% yield). (1) The reactants are O[C:2]1[N:7]=[C:6]([C:8]([OH:10])=O)[CH:5]=[CH:4][CH:3]=1.Br[CH2:12][C:13]1[CH:18]=[CH:17][CH:16]=[CH:15][CH:14]=1.[C:19]([O-:22])([O-])=O.[Cs+].[Cs+].[OH2:25]. The catalyst is CN(C=O)C. The product is [CH2:12]([O:25][C:8]([C:6]1[CH:5]=[CH:4][CH:3]=[C:2]([O:22][CH2:19][C:13]2[CH:18]=[CH:17][CH:16]=[CH:15][CH:14]=2)[N:7]=1)=[O:10])[C:13]1[CH:18]=[CH:17][CH:16]=[CH:15][CH:14]=1. The yield is 0.530. (2) The reactants are Br[C:2]1[C:3](=[O:32])[N:4]([CH2:19][C@@H:20]([C:26]2[CH:31]=[CH:30][CH:29]=[CH:28][CH:27]=2)[CH2:21][O:22]C(=O)C)[C:5](=[O:18])[N:6]([CH2:9][C:10]2[C:15]([F:16])=[CH:14][CH:13]=[CH:12][C:11]=2[F:17])[C:7]=1[CH3:8].[F:33][C:34]1[C:39]([O:40][CH3:41])=[CH:38][CH:37]=[CH:36][C:35]=1B(O)O.C([O-])([O-])=O.[Na+].[Na+].N#N. The catalyst is O1CCOCC1.O. The product is [F:33][C:34]1[C:39]([O:40][CH3:41])=[CH:38][CH:37]=[CH:36][C:35]=1[C:2]1[C:3](=[O:32])[N:4]([CH2:19][C@@H:20]([C:26]2[CH:31]=[CH:30][CH:29]=[CH:28][CH:27]=2)[CH2:21][OH:22])[C:5](=[O:18])[N:6]([CH2:9][C:10]2[C:15]([F:16])=[CH:14][CH:13]=[CH:12][C:11]=2[F:17])[C:7]=1[CH3:8]. The yield is 0.669. (3) The reactants are Br[C:2]1[CH:3]=[C:4]([NH:10][C:11]2[CH:15]=[C:14]([CH3:16])[N:13]([CH3:17])[N:12]=2)[C:5](=[O:9])[N:6]([CH3:8])[CH:7]=1.[C:18]([O:21][CH2:22][C:23]1[C:28](B2OC(C)(C)C(C)(C)O2)=[CH:27][CH:26]=[CH:25][C:24]=1[N:38]1[CH2:50][CH2:49][N:41]2[C:42]3[CH2:43][CH2:44][CH2:45][CH2:46][C:47]=3[CH:48]=[C:40]2[C:39]1=[O:51])(=[O:20])[CH3:19].CC(O[Na])=O.[O-]P([O-])([O-])=O.[K+].[K+].[K+]. The catalyst is CC#N.C1C=CC(P(C2C=CC=CC=2)[C-]2C=CC=C2)=CC=1.C1C=CC(P(C2C=CC=CC=2)[C-]2C=CC=C2)=CC=1.Cl[Pd]Cl.[Fe+2].O. The product is [C:18]([O:21][CH2:22][C:23]1[C:24]([N:38]2[CH2:50][CH2:49][N:41]3[C:42]4[CH2:43][CH2:44][CH2:45][CH2:46][C:47]=4[CH:48]=[C:40]3[C:39]2=[O:51])=[CH:25][CH:26]=[CH:27][C:28]=1[C:2]1[CH:3]=[C:4]([NH:10][C:11]2[CH:15]=[C:14]([CH3:16])[N:13]([CH3:17])[N:12]=2)[C:5](=[O:9])[N:6]([CH3:8])[CH:7]=1)(=[O:20])[CH3:19]. The yield is 0.210. (4) The reactants are [NH2:1][C:2](=[O:72])[C@H:3]([CH2:65][C:66]1[CH:71]=[CH:70][CH:69]=[CH:68][CH:67]=1)[NH:4][C:5](=[O:64])[C@H:6]([CH2:51][NH:52][C:53](=[O:63])[CH2:54][NH:55][C:56]1[S:57][C:58]([CH:61]=[O:62])=[CH:59][N:60]=1)[NH:7][C:8](=[O:50])[CH2:9][NH:10][C:11](=[O:49])[C@H:12]([CH3:48])[NH:13][C:14](=[O:47])[C@H:15]([CH3:46])[NH:16][C:17](=[O:45])[C@@H:18]([NH:27][C:28](=[O:44])[O:29][CH2:30][CH:31]1[C:43]2[CH:42]=[CH:41][CH:40]=[CH:39][C:38]=2[C:37]2[C:32]1=[CH:33][CH:34]=[CH:35][CH:36]=2)[CH2:19][C:20]1[CH:25]=[CH:24][C:23]([OH:26])=[CH:22][CH:21]=1.[BH4-].[Na+]. The catalyst is CCO.O. The product is [NH2:1][C:2](=[O:72])[C@H:3]([CH2:65][C:66]1[CH:67]=[CH:68][CH:69]=[CH:70][CH:71]=1)[NH:4][C:5](=[O:64])[C@H:6]([CH2:51][NH:52][C:53](=[O:63])[CH2:54][NH:55][C:56]1[S:57][C:58]([CH2:61][OH:62])=[CH:59][N:60]=1)[NH:7][C:8](=[O:50])[CH2:9][NH:10][C:11](=[O:49])[C@H:12]([CH3:48])[NH:13][C:14](=[O:47])[C@H:15]([CH3:46])[NH:16][C:17](=[O:45])[C@@H:18]([NH:27][C:28](=[O:44])[O:29][CH2:30][CH:31]1[C:43]2[CH:42]=[CH:41][CH:40]=[CH:39][C:38]=2[C:37]2[C:32]1=[CH:33][CH:34]=[CH:35][CH:36]=2)[CH2:19][C:20]1[CH:25]=[CH:24][C:23]([OH:26])=[CH:22][CH:21]=1. The yield is 1.00.